This data is from Peptide-MHC class I binding affinity with 185,985 pairs from IEDB/IMGT. The task is: Regression. Given a peptide amino acid sequence and an MHC pseudo amino acid sequence, predict their binding affinity value. This is MHC class I binding data. (1) The binding affinity (normalized) is 0.445. The MHC is H-2-Kb with pseudo-sequence H-2-Kb. The peptide sequence is KTFDHTLMSIV. (2) The MHC is HLA-A33:01 with pseudo-sequence HLA-A33:01. The peptide sequence is IFAFIDFSK. The binding affinity (normalized) is 0.653. (3) The peptide sequence is ELQENITAH. The MHC is HLA-A02:01 with pseudo-sequence HLA-A02:01. The binding affinity (normalized) is 0.0847. (4) The peptide sequence is KPRSQMETDF. The MHC is HLA-B53:01 with pseudo-sequence HLA-B53:01. The binding affinity (normalized) is 0. (5) The peptide sequence is VMRFFGGL. The MHC is H-2-Kb with pseudo-sequence H-2-Kb. The binding affinity (normalized) is 0.825. (6) The peptide sequence is AMEGGTTKA. The MHC is HLA-A02:12 with pseudo-sequence HLA-A02:12. The binding affinity (normalized) is 0.0847. (7) The peptide sequence is NCADHFEGV. The MHC is HLA-A68:02 with pseudo-sequence HLA-A68:02. The binding affinity (normalized) is 0.936. (8) The peptide sequence is NSNINVINY. The MHC is HLA-A31:01 with pseudo-sequence HLA-A31:01. The binding affinity (normalized) is 0.0847. (9) The peptide sequence is YAYEPGSVM. The MHC is HLA-B27:05 with pseudo-sequence HLA-B27:05. The binding affinity (normalized) is 0.0847.